Dataset: Catalyst prediction with 721,799 reactions and 888 catalyst types from USPTO. Task: Predict which catalyst facilitates the given reaction. Reactant: [N:1]1[CH:6]=[CH:5][CH:4]=[C:3]([CH:7]=[C:8]2[C:13](=[O:14])[CH:12]3[CH2:15][CH2:16][N:9]2[CH2:10][CH2:11]3)[CH:2]=1. Product: [N:1]1[CH:6]=[CH:5][CH:4]=[C:3]([CH2:7][CH:8]2[C:13](=[O:14])[CH:12]3[CH2:11][CH2:10][N:9]2[CH2:16][CH2:15]3)[CH:2]=1. The catalyst class is: 43.